Dataset: Full USPTO retrosynthesis dataset with 1.9M reactions from patents (1976-2016). Task: Predict the reactants needed to synthesize the given product. The reactants are: [CH3:1][C:2]([NH:7][C:8](=O)[CH:9]([O:11][N:12]1[C:17]([CH3:19])([CH3:18])[CH2:16][CH2:15][CH2:14][C:13]1([CH3:21])[CH3:20])[CH3:10])([CH3:6])[C:3]([OH:5])=[O:4].C(N(CC)CC)C.ClC(OCC)=O. Given the product [CH3:1][C:2]1([CH3:6])[C:3](=[O:4])[O:5][C:8]([CH:9]([O:11][N:12]2[C:13]([CH3:20])([CH3:21])[CH2:14][CH2:15][CH2:16][C:17]2([CH3:18])[CH3:19])[CH3:10])=[N:7]1, predict the reactants needed to synthesize it.